Dataset: Reaction yield outcomes from USPTO patents with 853,638 reactions. Task: Predict the reaction yield, written as a fraction of the theoretical maximum amount of product (1.0 means a 100% yield; for example, 0.34 means a 34% yield). (1) The reactants are [C:1]([O:8][CH3:9])(=[O:7])[CH2:2][C:3]([O:5][CH3:6])=[O:4].[H-].[Na+].[C:12]([O:16][CH2:17][CH3:18])(=[O:15])[CH:13]=[CH2:14]. The catalyst is C1COCC1. The product is [CH:2]([C:1]([O:8][CH3:9])=[O:7])([C:3]([O:5][CH3:6])=[O:4])[CH2:14][CH2:13][C:12]([O:16][CH2:17][CH3:18])=[O:15]. The yield is 0.770. (2) The reactants are [C:1]12([NH:6][C:7]3[C:12]([C:13]([NH2:15])=[O:14])=[CH:11][N:10]=[C:9]([S:16][CH3:17])[N:8]=3)[CH2:5][CH:3]([CH2:4]1)[CH2:2]2.C1(C2[O:26]N2S(C2C=CC=CC=2)(=O)=O)C=CC=CC=1. The catalyst is C(Cl)(Cl)Cl.C(OCC)(=O)C. The product is [C:1]12([NH:6][C:7]3[C:12]([C:13]([NH2:15])=[O:14])=[CH:11][N:10]=[C:9]([S:16]([CH3:17])=[O:26])[N:8]=3)[CH2:2][CH:3]([CH2:5]1)[CH2:4]2. The yield is 0.900. (3) The reactants are [Cl:1][C:2]1[N:7]=[C:6](Cl)[C:5]([C:9]([O:11][CH3:12])=[O:10])=[C:4]([CH3:13])[N:3]=1.[CH3:14][N:15]1[CH:19]=[C:18](B2OC(C)(C)C(C)(C)O2)[CH:17]=[N:16]1.[F-].[K+]. The catalyst is O1CCOCC1.Cl[Pd](Cl)([P](C1C=CC=CC=1)(C1C=CC=CC=1)C1C=CC=CC=1)[P](C1C=CC=CC=1)(C1C=CC=CC=1)C1C=CC=CC=1. The product is [Cl:1][C:2]1[N:3]=[C:4]([CH3:13])[C:5]([C:9]([O:11][CH3:12])=[O:10])=[C:6]([C:18]2[CH:17]=[N:16][N:15]([CH3:14])[CH:19]=2)[N:7]=1. The yield is 0.250. (4) The reactants are [F:1][C:2]([F:32])([F:31])[O:3][C:4]1[CH:9]=[CH:8][C:7]([N:10]2[CH:14]=[N:13][C:12]([C:15]3[CH:30]=[CH:29][C:18]([CH2:19][CH2:20][NH:21]C(=O)OC(C)(C)C)=[CH:17][CH:16]=3)=[N:11]2)=[CH:6][CH:5]=1.FC(F)(F)C(O)=O. The catalyst is ClCCl. The product is [F:32][C:2]([F:1])([F:31])[O:3][C:4]1[CH:5]=[CH:6][C:7]([N:10]2[CH:14]=[N:13][C:12]([C:15]3[CH:30]=[CH:29][C:18]([CH2:19][CH2:20][NH2:21])=[CH:17][CH:16]=3)=[N:11]2)=[CH:8][CH:9]=1. The yield is 0.880. (5) The reactants are [NH:1]1[CH2:5][CH2:4][CH2:3][C@H:2]1[C:6]1[NH:7][C:8]([C:11]2[CH:24]=[C:23]3[O:25][CH2:26][C:20]4[C:21]5[C:22]3=[C:13]([CH2:14][O:15][C:16]=5[CH:17]=[C:18]([C:27]3[NH:31][C:30]([C@@H:32]5[CH2:36][CH2:35][CH2:34][N:33]5C(OC(C)(C)C)=O)=[N:29][CH:28]=3)[CH:19]=4)[CH:12]=2)=[CH:9][N:10]=1.N1CCC[C@H]1C1NC(C2C=C3COC4C5=C(C=C(C6NC([C@@H]7CCCN7)=NC=6)C=4)COC(C=2)=C35)=CN=1.[CH3:80][O:81][C:82]([NH:84][C@@H:85]([CH:89]([CH3:91])[CH3:90])[C:86](O)=[O:87])=[O:83].CN(C(ON1N=NC2C=CC=NC1=2)=[N+](C)C)C.F[P-](F)(F)(F)(F)F.CN1CCOCC1. The catalyst is CN(C)C=O. The product is [CH3:90][CH:89]([CH3:91])[C@H:85]([NH:84][C:82](=[O:83])[O:81][CH3:80])[C:86](=[O:87])[N:33]1[CH2:34][CH2:35][CH2:36][C@H:32]1[C:30]1[NH:31][C:27]([C:18]2[CH:19]=[C:20]3[CH2:26][O:25][C:23]4[C:22]5=[C:13]([CH:12]=[C:11]([C:8]6[NH:7][C:6]([C@@H:2]7[CH2:3][CH2:4][CH2:5][NH:1]7)=[N:10][CH:9]=6)[CH:24]=4)[CH2:14][O:15][C:16]([CH:17]=2)=[C:21]35)=[CH:28][N:29]=1. The yield is 0.120. (6) The reactants are [CH3:1][N:2]1[CH2:6][CH:5]([C:7]([OH:9])=O)[N:4]([CH2:10][C:11]([F:14])([F:13])[F:12])[C:3]1=[O:15].O.ON1C2C=CC=CC=2N=N1.Cl.C(N=C=NCCCN(C)C)C.C(N1CCOCC1)C.[Cl:47][C:48]1[CH:53]=[C:52]([Cl:54])[CH:51]=[CH:50][C:49]=1[CH2:55][NH2:56]. The catalyst is ClCCl. The product is [Cl:47][C:48]1[CH:53]=[C:52]([Cl:54])[CH:51]=[CH:50][C:49]=1[CH2:55][NH:56][C:7]([CH:5]1[CH2:6][N:2]([CH3:1])[C:3](=[O:15])[N:4]1[CH2:10][C:11]([F:14])([F:13])[F:12])=[O:9]. The yield is 0.420.